This data is from Peptide-MHC class I binding affinity with 185,985 pairs from IEDB/IMGT. The task is: Regression. Given a peptide amino acid sequence and an MHC pseudo amino acid sequence, predict their binding affinity value. This is MHC class I binding data. (1) The peptide sequence is YIALCKVTV. The MHC is HLA-A02:06 with pseudo-sequence HLA-A02:06. The binding affinity (normalized) is 0.729. (2) The peptide sequence is QIFNIISYII. The MHC is HLA-A02:02 with pseudo-sequence HLA-A02:02. The binding affinity (normalized) is 0.477. (3) The peptide sequence is YMLMGFQLK. The MHC is HLA-A25:01 with pseudo-sequence HLA-A25:01. The binding affinity (normalized) is 0.0847. (4) The peptide sequence is IRHENRMVL. The binding affinity (normalized) is 0.0847. The MHC is HLA-B15:01 with pseudo-sequence HLA-B15:01. (5) The peptide sequence is SSCKMALLFK. The MHC is HLA-A11:01 with pseudo-sequence HLA-A11:01. The binding affinity (normalized) is 0.878. (6) The peptide sequence is VTFKTAHAK. The MHC is HLA-A11:01 with pseudo-sequence HLA-A11:01. The binding affinity (normalized) is 0.584. (7) The peptide sequence is KQIGGTLFE. The MHC is HLA-B15:01 with pseudo-sequence HLA-B15:01. The binding affinity (normalized) is 0.213. (8) The peptide sequence is KSQVLQQSTY. The MHC is HLA-A68:01 with pseudo-sequence HLA-A68:01. The binding affinity (normalized) is 0. (9) The peptide sequence is YIENTNQGNI. The MHC is HLA-A02:02 with pseudo-sequence HLA-A02:02. The binding affinity (normalized) is 0.343. (10) The peptide sequence is FVNFVKDMI. The binding affinity (normalized) is 0.915. The MHC is HLA-A68:02 with pseudo-sequence HLA-A68:02.